Task: Predict the product of the given reaction.. Dataset: Forward reaction prediction with 1.9M reactions from USPTO patents (1976-2016) (1) Given the reactants [OH:1][CH:2]1[CH:7]([C:8]2[CH:13]=[CH:12][C:11]([O:14][CH2:15][CH2:16][CH2:17][O:18][CH2:19][C:20]3[CH:25]=[CH:24][CH:23]=[CH:22][C:21]=3[O:26][CH3:27])=[CH:10][CH:9]=2)[CH2:6][CH2:5][N:4]([C:28]([O:30][C:31]([CH3:34])([CH3:33])[CH3:32])=[O:29])[CH2:3]1.Cl[CH2:36][C:37]1[C:45]2[N:44]=[CH:43][N:42]([CH3:46])[C:41]=2[CH:40]=[CH:39][CH:38]=1, predict the reaction product. The product is: [CH3:27][O:26][C:21]1[CH:22]=[CH:23][CH:24]=[CH:25][C:20]=1[CH2:19][O:18][CH2:17][CH2:16][CH2:15][O:14][C:11]1[CH:12]=[CH:13][C:8]([CH:7]2[CH2:6][CH2:5][N:4]([C:28]([O:30][C:31]([CH3:34])([CH3:33])[CH3:32])=[O:29])[CH2:3][CH:2]2[O:1][CH2:36][C:37]2[C:45]3[N:44]=[CH:43][N:42]([CH3:46])[C:41]=3[CH:40]=[CH:39][CH:38]=2)=[CH:9][CH:10]=1. (2) Given the reactants Cl[CH2:2][CH2:3][CH2:4][O:5][C:6]1[CH:11]=[CH:10][C:9]([C:12]2[CH:17]=[CH:16][C:15]([C:18]([N:20]3[CH2:24][CH2:23][CH2:22][CH2:21]3)=[O:19])=[CH:14][CH:13]=2)=[CH:8][CH:7]=1.[NH:25]1[CH2:29][CH2:28][C@@H:27]([OH:30])[CH2:26]1, predict the reaction product. The product is: [N:20]1([C:18]([C:15]2[CH:16]=[CH:17][C:12]([C:9]3[CH:10]=[CH:11][C:6]([O:5][CH2:4][CH2:3][CH2:2][N:25]4[CH2:29][CH2:28][C@@H:27]([OH:30])[CH2:26]4)=[CH:7][CH:8]=3)=[CH:13][CH:14]=2)=[O:19])[CH2:24][CH2:23][CH2:22][CH2:21]1.